This data is from Reaction yield outcomes from USPTO patents with 853,638 reactions. The task is: Predict the reaction yield, written as a fraction of the theoretical maximum amount of product (1.0 means a 100% yield; for example, 0.34 means a 34% yield). (1) The catalyst is C(#N)C. The yield is 0.640. The product is [CH2:17]([C:7]1[N:8]([CH2:12][C:13]2[N:16]=[C:30]([C:29]3[CH:28]=[CH:27][C:26]([C:25]([F:24])([F:35])[F:36])=[CH:34][CH:33]=3)[O:15][N:14]=2)[C:9]2[C:5]([CH:6]=1)=[C:4]([C:20]([F:22])([F:23])[F:21])[C:3]([C:1]#[N:2])=[CH:11][CH:10]=2)[CH2:18][CH3:19]. The reactants are [C:1]([C:3]1[C:4]([C:20]([F:23])([F:22])[F:21])=[C:5]2[C:9](=[CH:10][CH:11]=1)[N:8]([CH2:12][C:13](=[NH:16])[NH:14][OH:15])[C:7]([CH2:17][CH2:18][CH3:19])=[CH:6]2)#[N:2].[F:24][C:25]([F:36])([F:35])[C:26]1[CH:34]=[CH:33][C:29]([C:30](Cl)=O)=[CH:28][CH:27]=1.C(N(CC)C(C)C)(C)C. (2) The reactants are [C:1]([NH:5][C:6]1[N:7]=[C:8]([Cl:17])[CH:9]=[C:10]2[C:15]=1[C:14](=[O:16])[NH:13][CH:12]=[CH:11]2)([CH3:4])([CH3:3])[CH3:2].[CH:18]([S:20]([CH3:23])(=[O:22])=[O:21])=[CH2:19].C([O-])([O-])=O.[Cs+].[Cs+]. The catalyst is CN(C=O)C.O. The product is [C:1]([NH:5][C:6]1[N:7]=[C:8]([Cl:17])[CH:9]=[C:10]2[C:15]=1[C:14](=[O:16])[N:13]([CH2:19][CH2:18][S:20]([CH3:23])(=[O:22])=[O:21])[CH:12]=[CH:11]2)([CH3:4])([CH3:2])[CH3:3]. The yield is 0.810. (3) The reactants are [CH3:1][C:2]1([CH3:12])[O:6][C@H:5](/[CH:7]=[C:8](\[CH3:11])/[CH2:9][OH:10])[CH2:4][O:3]1.[C:13](Cl)([CH3:15])=[O:14].O. The catalyst is C1COCC1. The product is [C:13]([O:10][CH2:9]/[C:8](/[CH3:11])=[CH:7]/[C@@H:5]1[CH2:4][O:3][C:2]([CH3:12])([CH3:1])[O:6]1)(=[O:14])[CH3:15]. The yield is 0.940. (4) The reactants are [OH:1][C:2]1[CH:7]=[CH:6][CH:5]=[C:4]([C:8]2[CH:13]=[CH:12][CH:11]=[CH:10][CH:9]=2)[N:3]=1.Br[C:15]1[CH:20]=[CH:19][CH:18]=[C:17]([C:21]2[CH:26]=[CH:25][CH:24]=[CH:23][CH:22]=2)[N:16]=1.C(=O)([O-])[O-].[K+].[K+].[OH-].[Na+]. No catalyst specified. The product is [O:1]([C:15]1[CH:20]=[CH:19][CH:18]=[C:17]([C:21]2[CH:22]=[CH:23][CH:24]=[CH:25][CH:26]=2)[N:16]=1)[C:2]1[CH:7]=[CH:6][CH:5]=[C:4]([C:8]2[CH:9]=[CH:10][CH:11]=[CH:12][CH:13]=2)[N:3]=1. The yield is 0.686.